Dataset: Reaction yield outcomes from USPTO patents with 853,638 reactions. Task: Predict the reaction yield, written as a fraction of the theoretical maximum amount of product (1.0 means a 100% yield; for example, 0.34 means a 34% yield). The reactants are [NH:1]1[C:9]2[CH2:8][CH2:7][NH:6][CH2:5][C:4]=2[C:3]([C:10]2[S:11][CH:12]=[CH:13][N:14]=2)=[N:2]1.[Cl:15][C:16]1[CH:17]=[C:18]([NH:22][C:23](=O)[O:24]C2C=CC=CC=2)[CH:19]=[CH:20][CH:21]=1. The catalyst is C(Cl)Cl. The product is [Cl:15][C:16]1[CH:17]=[C:18]([NH:22][C:23]([N:6]2[CH2:7][CH2:8][C:9]3[NH:1][N:2]=[C:3]([C:10]4[S:11][CH:12]=[CH:13][N:14]=4)[C:4]=3[CH2:5]2)=[O:24])[CH:19]=[CH:20][CH:21]=1. The yield is 0.442.